From a dataset of Full USPTO retrosynthesis dataset with 1.9M reactions from patents (1976-2016). Predict the reactants needed to synthesize the given product. Given the product [CH:41]1([C:39]([NH:38][C:36]2[N:37]=[C:32]3[CH:31]=[CH:30][C:29]([O:28][C:27]4[CH:44]=[CH:45][C:46]([F:47])=[C:25]([NH:24][C:9]([C:7]5[N:6]([CH3:12])[N:5]=[C:4]([O:3][CH2:1][CH3:2])[CH:8]=5)=[O:11])[CH:26]=4)=[N:34][N:33]3[CH:35]=2)=[O:40])[CH2:42][CH2:43]1, predict the reactants needed to synthesize it. The reactants are: [CH2:1]([O:3][C:4]1[CH:8]=[C:7]([C:9]([OH:11])=O)[N:6]([CH3:12])[N:5]=1)[CH3:2].O1CCCC1.C(Cl)(=O)C(Cl)=O.[NH2:24][C:25]1[CH:26]=[C:27]([CH:44]=[CH:45][C:46]=1[F:47])[O:28][C:29]1[CH:30]=[CH:31][C:32]2[N:33]([CH:35]=[C:36]([NH:38][C:39]([CH:41]3[CH2:43][CH2:42]3)=[O:40])[N:37]=2)[N:34]=1.